The task is: Predict the product of the given reaction.. This data is from Forward reaction prediction with 1.9M reactions from USPTO patents (1976-2016). (1) Given the reactants [Cl:1][C:2]1[CH:19]=[CH:18][CH:17]=[C:16]([Si:20]([CH3:23])([CH3:22])[CH3:21])[C:3]=1[C:4]([N:6](CC)[CH:7](OC)[C:8](C)(C)C)=[O:5].CN(CCN(C)C)C.[Li]C(CC)C.C1CCCCC1.[Br:43]CCBr, predict the reaction product. The product is: [Br:43][C:19]1[C:2]([Cl:1])=[C:3]([C:16]([Si:20]([CH3:23])([CH3:22])[CH3:21])=[CH:17][CH:18]=1)[C:4]([NH:6][CH2:7][CH3:8])=[O:5]. (2) Given the reactants [CH3:1][NH2:2].CS(O[CH2:8][C@@H:9]([NH:17][C:18]([O:20][CH2:21][C:22]1[CH:27]=[CH:26][CH:25]=[CH:24][CH:23]=1)=[O:19])[CH2:10][C@H:11]1[CH2:16][CH2:15][CH2:14][O:13][CH2:12]1)(=O)=O, predict the reaction product. The product is: [CH3:1][NH:2][CH2:8][C@@H:9]([NH:17][C:18](=[O:19])[O:20][CH2:21][C:22]1[CH:27]=[CH:26][CH:25]=[CH:24][CH:23]=1)[CH2:10][C@H:11]1[CH2:16][CH2:15][CH2:14][O:13][CH2:12]1. (3) The product is: [Cl:1][C:2]1[CH:3]=[C:4]([C@@H:8]2[CH2:12][O:11][C:10](=[O:13])[N:9]2[CH:14]2[CH2:19][CH2:18][N:17]([CH2:20][C:21]3[C:22]([CH3:36])=[N:23][C:24]([O:27][C:28]4[CH:29]=[CH:30][C:31]([OH:34])=[CH:32][CH:33]=4)=[CH:25][CH:26]=3)[CH2:16][CH2:15]2)[CH:5]=[CH:6][CH:7]=1. Given the reactants [Cl:1][C:2]1[CH:3]=[C:4]([C@@H:8]2[CH2:12][O:11][C:10](=[O:13])[N:9]2[CH:14]2[CH2:19][CH2:18][N:17]([CH2:20][C:21]3[C:22]([CH3:36])=[N:23][C:24]([O:27][C:28]4[CH:33]=[CH:32][C:31]([O:34]C)=[CH:30][CH:29]=4)=[CH:25][CH:26]=3)[CH2:16][CH2:15]2)[CH:5]=[CH:6][CH:7]=1.B(Br)(Br)Br.CO, predict the reaction product. (4) Given the reactants [ClH:1].[NH:2]1[C:6]2[CH:7]=[CH:8][C:9]([C:11]3[NH:12][C:13]4[N:14]([N:18]=[CH:19][C:20]=4[C:21]#[N:22])[C:15](=[O:17])[CH:16]=3)=[CH:10][C:5]=2[N:4]=[N:3]1, predict the reaction product. The product is: [ClH:1].[NH:2]1[C:6]2[CH:7]=[CH:8][C:9]([C:11]3[NH:12][C:13]4[N:14]([N:18]=[CH:19][C:20]=4[C:21](=[NH:22])[O:17][CH2:15][C:16]#[CH:11])[C:15](=[O:17])[CH:16]=3)=[CH:10][C:5]=2[N:4]=[N:3]1. (5) Given the reactants [CH2:1]([C:3]1[C:4]([OH:9])=[N:5][CH:6]=[CH:7][CH:8]=1)[CH3:2].[Br:10]N1C(=O)CCC1=O, predict the reaction product. The product is: [Br:10][C:7]1[CH:8]=[C:3]([CH2:1][CH3:2])[C:4]([OH:9])=[N:5][CH:6]=1. (6) Given the reactants I[C:2]1[CH:7]=[CH:6][N:5]=[C:4]2[N:8]([C:11]3[CH:12]=[C:13]([S:17]([NH2:20])(=[O:19])=[O:18])[CH:14]=[CH:15][CH:16]=3)[N:9]=[CH:10][C:3]=12.CC1(C)C(C)(C)[O:25][B:24](B2OC(C)(C)C(C)(C)O2)[O:23]1.C([O-])(=O)C.[K+].C(Cl)Cl, predict the reaction product. The product is: [S:17]([C:13]1[CH:12]=[C:11]([N:8]2[C:4]3=[N:5][CH:6]=[CH:7][C:2]([B:24]([OH:25])[OH:23])=[C:3]3[CH:10]=[N:9]2)[CH:16]=[CH:15][CH:14]=1)(=[O:19])(=[O:18])[NH2:20]. (7) Given the reactants [CH3:1][C:2]1[CH:3]=[C:4]([CH:6]=[C:7]([CH3:9])[CH:8]=1)[NH2:5].[C:10]([N:18]=[C:19]=[S:20])(=[O:17])[C:11]1[CH:16]=[CH:15][CH:14]=[CH:13][CH:12]=1, predict the reaction product. The product is: [CH3:1][C:2]1[CH:3]=[C:4]([NH:5][C:19]([NH:18][C:10](=[O:17])[C:11]2[CH:12]=[CH:13][CH:14]=[CH:15][CH:16]=2)=[S:20])[CH:6]=[C:7]([CH3:9])[CH:8]=1.